From a dataset of Forward reaction prediction with 1.9M reactions from USPTO patents (1976-2016). Predict the product of the given reaction. Given the reactants [O:1]1CCCO[CH:2]1[C:7]1[CH:12]=[CH:11][C:10]([C:13]2[S:14][C:15]3[C:20]([N:21]=2)=[CH:19][CH:18]=[C:17]([C:22]2([C:27]4[CH:32]=[CH:31][CH:30]=[CH:29][CH:28]=4)[CH2:26][CH:25]=[CH:24][CH2:23]2)[N:16]=3)=[C:9]([F:33])[CH:8]=1.C1COCC1.[OH-].[Na+], predict the reaction product. The product is: [F:33][C:9]1[CH:8]=[C:7]([CH:12]=[CH:11][C:10]=1[C:13]1[S:14][C:15]2[C:20]([N:21]=1)=[CH:19][CH:18]=[C:17]([C:22]1([C:27]3[CH:28]=[CH:29][CH:30]=[CH:31][CH:32]=3)[CH2:23][CH:24]=[CH:25][CH2:26]1)[N:16]=2)[CH:2]=[O:1].